This data is from TCR-epitope binding with 47,182 pairs between 192 epitopes and 23,139 TCRs. The task is: Binary Classification. Given a T-cell receptor sequence (or CDR3 region) and an epitope sequence, predict whether binding occurs between them. (1) The epitope is FLASKIGRLV. The TCR CDR3 sequence is CASSHPGQGASGELFF. Result: 0 (the TCR does not bind to the epitope). (2) The TCR CDR3 sequence is CASSRGAFYNEQFF. Result: 1 (the TCR binds to the epitope). The epitope is ELAGIGILTV.